This data is from Full USPTO retrosynthesis dataset with 1.9M reactions from patents (1976-2016). The task is: Predict the reactants needed to synthesize the given product. (1) Given the product [Br:24][C:23]1[C:14]([NH:13][C:10](=[O:11])[CH2:9][O:8][CH3:7])=[C:15]([CH:20]=[CH:21][CH:22]=1)[C:16]([NH:18][CH3:19])=[O:17], predict the reactants needed to synthesize it. The reactants are: N1C=CC=CC=1.[CH3:7][O:8][CH2:9][C:10](Cl)=[O:11].[NH2:13][C:14]1[C:23]([Br:24])=[CH:22][CH:21]=[CH:20][C:15]=1[C:16]([NH:18][CH3:19])=[O:17].Cl. (2) Given the product [CH3:23][C:24]1[CH:25]=[C:26]([CH:29]=[CH:30][CH:31]=1)[CH:27]=[N:17][NH:16][C:7]1[CH:8]=[C:9]([N:10]2[CH2:11][CH2:12][O:13][CH2:14][CH2:15]2)[N:4]2[N:3]=[C:2]([CH3:1])[CH:18]=[C:5]2[N:6]=1, predict the reactants needed to synthesize it. The reactants are: [CH3:1][C:2]1[CH:18]=[C:5]2[N:6]=[C:7]([NH:16][NH2:17])[CH:8]=[C:9]([N:10]3[CH2:15][CH2:14][O:13][CH2:12][CH2:11]3)[N:4]2[N:3]=1.C(O)(=O)C.[CH3:23][C:24]1[CH:25]=[C:26]([CH:29]=[CH:30][CH:31]=1)[CH:27]=O. (3) Given the product [C:13]([O:17][C:18]([NH:20][CH2:21][CH2:22][CH2:23][O:12][C:4]1[CH:3]=[C:2]([F:1])[CH:11]=[CH:10][C:5]=1[C:6]([O:8][CH3:9])=[O:7])=[O:19])([CH3:16])([CH3:15])[CH3:14], predict the reactants needed to synthesize it. The reactants are: [F:1][C:2]1[CH:11]=[CH:10][C:5]([C:6]([O:8][CH3:9])=[O:7])=[C:4]([OH:12])[CH:3]=1.[C:13]([O:17][C:18]([NH:20][CH2:21][CH2:22][CH2:23]O)=[O:19])([CH3:16])([CH3:15])[CH3:14]. (4) Given the product [NH2:17][C@@H:12]1[C@H:11]([NH:10][C:7]2[N:8]=[N:9][C:4]([C:1]([NH2:2])=[O:3])=[C:5]([NH:25][C:26]3[CH:31]=[C:30]([CH3:32])[CH:29]=[C:28]([CH2:33][CH2:34][CH3:35])[N:27]=3)[CH:6]=2)[CH2:16][CH2:15][O:14][CH2:13]1, predict the reactants needed to synthesize it. The reactants are: [C:1]([C:4]1[N:9]=[N:8][C:7]([NH:10][C@@H:11]2[CH2:16][CH2:15][O:14][CH2:13][C@@H:12]2[NH:17]C(=O)OC(C)(C)C)=[CH:6][C:5]=1[NH:25][C:26]1[CH:31]=[C:30]([CH3:32])[CH:29]=[C:28]([CH2:33][CH2:34][CH3:35])[N:27]=1)(=[O:3])[NH2:2].FC(F)(F)C(O)=O. (5) Given the product [C:26]([NH:1][C:2]1[CH:3]=[C:4]([NH:8]/[C:9](=[C:16]2\[C:17](=[O:25])[NH:18][C:19]3[C:24]\2=[CH:23][CH:22]=[CH:21][CH:20]=3)/[C:10]2[CH:15]=[CH:14][CH:13]=[CH:12][CH:11]=2)[CH:5]=[CH:6][CH:7]=1)(=[O:28])[CH3:27], predict the reactants needed to synthesize it. The reactants are: [NH2:1][C:2]1[CH:3]=[C:4]([NH:8]/[C:9](=[C:16]2\[C:17](=[O:25])[NH:18][C:19]3[C:24]\2=[CH:23][CH:22]=[CH:21][CH:20]=3)/[C:10]2[CH:15]=[CH:14][CH:13]=[CH:12][CH:11]=2)[CH:5]=[CH:6][CH:7]=1.[C:26](OC(=O)C)(=[O:28])[CH3:27]. (6) Given the product [CH2:27]([N:9]1[C:8]2[CH:29]=[CH:30][C:5]([C:3]([OH:4])=[O:2])=[CH:6][C:7]=2[N:11]=[C:10]1[NH:12][C:13]1[S:14][C:15]2[CH:21]=[C:20]([O:22][C:23]([F:26])([F:25])[F:24])[CH:19]=[CH:18][C:16]=2[N:17]=1)[CH3:28], predict the reactants needed to synthesize it. The reactants are: C[O:2][C:3]([C:5]1[CH:30]=[CH:29][C:8]2[N:9]([CH2:27][CH3:28])[C:10]([NH:12][C:13]3[S:14][C:15]4[CH:21]=[C:20]([O:22][C:23]([F:26])([F:25])[F:24])[CH:19]=[CH:18][C:16]=4[N:17]=3)=[N:11][C:7]=2[CH:6]=1)=[O:4].[OH-].[Na+]. (7) Given the product [OH:15][CH2:14][C@H:13]([NH:16][C:17]([C@H:19]1[CH2:21][C@@H:20]1[C:22]1[S:23][CH:24]=[CH:25][CH:26]=1)=[O:18])[C:10]1[CH:11]=[CH:12][C:7]([OH:6])=[CH:8][C:9]=1[O:27][CH3:28], predict the reactants needed to synthesize it. The reactants are: C([Si](C)(C)[O:6][C:7]1[CH:12]=[CH:11][C:10]([C@@H:13]([NH:16][C:17]([C@H:19]2[CH2:21][C@@H:20]2[C:22]2[S:23][CH:24]=[CH:25][CH:26]=2)=[O:18])[CH2:14][OH:15])=[C:9]([O:27][CH3:28])[CH:8]=1)(C)(C)C.CCCC[N+](CCCC)(CCCC)CCCC.[F-]. (8) Given the product [CH:1]1[C:6]2[CH2:7][CH2:8][CH:9]([C:13]([OH:15])=[O:14])[CH2:10][C:11](=[O:12])[C:5]=2[CH:4]=[CH:3][CH:2]=1, predict the reactants needed to synthesize it. The reactants are: [CH:1]1[C:6]2[CH2:7][CH2:8][CH:9]([C:13]([O:15]CC)=[O:14])[CH2:10][C:11](=[O:12])[C:5]=2[CH:4]=[CH:3][CH:2]=1.[OH-].[Na+]. (9) Given the product [Cl:13][C:12]1[C:7]([C:6]([OH:15])=[O:5])=[CH:8][N:9]=[C:10]([Cl:14])[CH:11]=1, predict the reactants needed to synthesize it. The reactants are: [OH-].[Na+].C([O:5][C:6](=[O:15])[C:7]1[C:12]([Cl:13])=[CH:11][C:10]([Cl:14])=[N:9][CH:8]=1)C.C1COCC1.Cl.